From a dataset of Full USPTO retrosynthesis dataset with 1.9M reactions from patents (1976-2016). Predict the reactants needed to synthesize the given product. (1) Given the product [CH3:18][O:17][C:12]1[CH:13]=[CH:14][CH:15]=[C:16]2[C:11]=1[CH:10]=[C:4]([C:5]([O:7][CH2:8][CH3:9])=[O:6])[NH:1]2, predict the reactants needed to synthesize it. The reactants are: [N:1]([C:4](=[CH:10][C:11]1[CH:16]=[CH:15][CH:14]=[CH:13][C:12]=1[O:17][CH3:18])[C:5]([O:7][CH2:8][CH3:9])=[O:6])=[N+]=[N-]. (2) Given the product [CH3:22][C:16]1[CH:17]=[CH:18][CH:19]=[C:20]2[C:15]=1[N:14]=[C:13]([C:23]1[CH:28]=[CH:27][CH:26]=[CH:25][C:24]=1[CH3:29])[C:12]([CH2:11][O:10][C:4]1[C:5]3[CH2:9][C:8](=[O:41])[NH:7][C:6]=3[N:1]=[CH:2][N:3]=1)=[CH:21]2, predict the reactants needed to synthesize it. The reactants are: [N:1]1[C:6]2[NH:7][CH:8]=[CH:9][C:5]=2[C:4]([O:10][CH2:11][C:12]2[C:13]([C:23]3[CH:28]=[CH:27][CH:26]=[CH:25][C:24]=3[CH3:29])=[N:14][C:15]3[C:20]([CH:21]=2)=[CH:19][CH:18]=[CH:17][C:16]=3[CH3:22])=[N:3][CH:2]=1.C1C=C[NH+]=CC=1.Br[Br-]Br.CC(O)=[O:41]. (3) Given the product [CH3:1][C:2]1[N:3]=[C:4]([NH:7][C:8]2[N:9]=[CH:10][C:11](/[CH:12]=[CH:26]/[C:25]([O:24][CH3:23])=[O:46])=[CH:14][C:15]=2[O:16][C:17]2[CH:22]=[CH:21][CH:20]=[CH:19][CH:18]=2)[S:5][CH:6]=1, predict the reactants needed to synthesize it. The reactants are: [CH3:1][C:2]1[N:3]=[C:4]([NH:7][C:8]2[C:15]([O:16][C:17]3[CH:22]=[CH:21][CH:20]=[CH:19][CH:18]=3)=[CH:14][C:11]([CH:12]=O)=[CH:10][N:9]=2)[S:5][CH:6]=1.[CH3:23][O:24][C:25](=[O:46])[CH:26]=P(C1C=CC=CC=1)(C1C=CC=CC=1)C1C=CC=CC=1. (4) Given the product [CH:1]1([CH2:7][C:8]2[C:9]([C:17]3[CH:22]=[C:21]([C:23]([CH3:25])([CH3:24])[CH3:26])[CH:20]=[C:19]([C:27]([CH3:30])([CH3:29])[CH3:28])[CH:18]=3)=[N:10][C:11]([C:14]([NH2:16])=[O:15])=[N:12][CH:13]=2)[CH2:6][CH2:5][CH2:4][CH2:3][CH2:2]1, predict the reactants needed to synthesize it. The reactants are: [C:1]1(=[CH:7][C:8]2[C:9]([C:17]3[CH:22]=[C:21]([C:23]([CH3:26])([CH3:25])[CH3:24])[CH:20]=[C:19]([C:27]([CH3:30])([CH3:29])[CH3:28])[CH:18]=3)=[N:10][C:11]([C:14]([NH2:16])=[O:15])=[N:12][CH:13]=2)[CH2:6][CH2:5][CH2:4][CH2:3][CH2:2]1.[OH-].[Na+]. (5) Given the product [CH2:14]([O:13][C:12]1[C:11](=[O:21])[N:10]=[C:9]([CH2:22][C:23]2([C:28]3[CH:33]=[CH:32][CH:31]=[CH:30][N:29]=3)[CH2:24][CH2:25][CH2:26][CH2:27]2)[N:8]2[CH2:2][CH2:3][N:4]([CH:34]([CH3:35])[CH3:36])[C:5](=[O:6])[C:7]=12)[C:15]1[CH:20]=[CH:19][CH:18]=[CH:17][CH:16]=1, predict the reactants needed to synthesize it. The reactants are: O[CH2:2][CH2:3][N:4]([CH:34]([CH3:36])[CH3:35])[C:5]([C:7]1[C:12]([O:13][CH2:14][C:15]2[CH:20]=[CH:19][CH:18]=[CH:17][CH:16]=2)=[C:11]([OH:21])[N:10]=[C:9]([CH2:22][C:23]2([C:28]3[CH:33]=[CH:32][CH:31]=[CH:30][N:29]=3)[CH2:27][CH2:26][CH2:25][CH2:24]2)[N:8]=1)=[O:6].N(C(OC(C)C)=O)=NC(OC(C)C)=O.C(OCC)(=O)C.O.